The task is: Binary Classification. Given a drug SMILES string, predict its activity (active/inactive) in a high-throughput screening assay against a specified biological target.. This data is from Tyrosyl-DNA phosphodiesterase HTS with 341,365 compounds. (1) The compound is O(CC(=O)NCc1ccc(cc1)C(OC)=O)C(=O)/C=C\c1cc(OC)c(OC)cc1. The result is 0 (inactive). (2) The compound is O=C(NC(Cc1ccccc1)c1ccccc1)c1ncc(nc1)C. The result is 0 (inactive). (3) The drug is S(=O)(=O)(N1CCC(CC1)C)c1cc2N(CC(=O)NCCCN(CC)CC)C(=O)COc2cc1. The result is 0 (inactive). (4) The molecule is s1c(C(=O)N2CCN(CC2)c2ccc(F)cc2)cc2c1c1c([nH]c2=O)cccc1. The result is 0 (inactive).